From a dataset of TCR-epitope binding with 47,182 pairs between 192 epitopes and 23,139 TCRs. Binary Classification. Given a T-cell receptor sequence (or CDR3 region) and an epitope sequence, predict whether binding occurs between them. (1) The epitope is ILHCANFNV. The TCR CDR3 sequence is CASNQGLSTFF. Result: 1 (the TCR binds to the epitope). (2) The epitope is TEILPVSMTK. The TCR CDR3 sequence is CASSLGTTEAFF. Result: 0 (the TCR does not bind to the epitope). (3) The epitope is GLCTLVAML. The TCR CDR3 sequence is CSGGQANTEAFF. Result: 1 (the TCR binds to the epitope). (4) The epitope is NLWNTFTRL. The TCR CDR3 sequence is CASSPSPSGDDEKLFF. Result: 0 (the TCR does not bind to the epitope).